This data is from CYP1A2 inhibition data for predicting drug metabolism from PubChem BioAssay. The task is: Regression/Classification. Given a drug SMILES string, predict its absorption, distribution, metabolism, or excretion properties. Task type varies by dataset: regression for continuous measurements (e.g., permeability, clearance, half-life) or binary classification for categorical outcomes (e.g., BBB penetration, CYP inhibition). Dataset: cyp1a2_veith. The molecule is CN1[C@H]2CC[C@@H]1CC(OC1c3ccccc3CCc3ccccc31)C2.O=C(O)CC(O)(CC(=O)O)C(=O)O. The result is 0 (non-inhibitor).